This data is from Full USPTO retrosynthesis dataset with 1.9M reactions from patents (1976-2016). The task is: Predict the reactants needed to synthesize the given product. (1) Given the product [CH3:1][O:2][C:3]1[CH:12]=[CH:11][C:10]2[CH2:9][CH2:8][CH2:7][CH2:6][C:5]=2[C:4]=1[OH:19], predict the reactants needed to synthesize it. The reactants are: [CH3:1][O:2][C:3]1[CH:4]=[C:5]2[C:10](=[CH:11][CH:12]=1)[CH2:9][CH2:8][CH2:7][CH2:6]2.C([Li])(CC)C.B(OC)(OC)[O:19]C.OO.[Cl-].[NH4+]. (2) Given the product [F:28][C:29]1[CH:30]=[C:31]2[C:35](=[CH:36][CH:37]=1)[N:34]([CH2:19][CH2:20][CH2:25][N:40]([CH2:39][C@@H:12]1[O:26][C:16]3=[C:17]4[C:22](=[CH:23][CH:24]=[C:15]3[O:14][CH2:13]1)[N:21]=[C:20]([CH3:25])[CH:19]=[CH:18]4)[C:44](=[O:45])[O:42][C:17]([CH3:22])([CH3:18])[CH3:16])[CH2:33][CH2:32]2, predict the reactants needed to synthesize it. The reactants are: C(OC(=O)N([CH:12]1[O:26][C:16]2=[C:17]3[C:22](=[CH:23][CH:24]=[C:15]2[O:14][CH2:13]1)[N:21]=[C:20]([CH3:25])[CH:19]=[CH:18]3)CCC=O)(C)(C)C.[F:28][C:29]1[CH:30]=[C:31]2[C:35](=[CH:36][CH:37]=1)[NH:34][CH2:33][CH2:32]2.[BH3-][C:39]#[N:40].[Na+].[OH-:42].[Na+].[CH3:44][OH:45].